Dataset: Full USPTO retrosynthesis dataset with 1.9M reactions from patents (1976-2016). Task: Predict the reactants needed to synthesize the given product. (1) The reactants are: [C:1]([O:5][C:6]([N:8]1[CH2:13][CH2:12][N:11]([CH2:14][C:15]2[CH:16]=[CH:17][CH:18]=[C:19]3[C:23]=2[N:22]([CH3:24])[C:21]([C:25](=[O:44])[NH:26][C:27]2[CH:32]=[C:31]([C:33]([CH3:36])([CH3:35])[CH3:34])[CH:30]=[C:29]([NH:37][S:38]([CH3:41])(=[O:40])=[O:39])[C:28]=2[O:42][CH3:43])=[CH:20]3)[CH2:10][CH2:9]1)=[O:7])(C)(C)[CH3:2].CCOC(N1CCNCC1)=O.C(O)(=O)C.C(O[BH-](OC(=O)C)OC(=O)C)(=O)C.[Na+]. Given the product [CH2:1]([O:5][C:6]([N:8]1[CH2:9][CH2:10][N:11]([CH2:14][C:15]2[CH:16]=[CH:17][CH:18]=[C:19]3[C:23]=2[N:22]([CH3:24])[C:21]([C:25](=[O:44])[NH:26][C:27]2[CH:32]=[C:31]([C:33]([CH3:35])([CH3:36])[CH3:34])[CH:30]=[C:29]([NH:37][S:38]([CH3:41])(=[O:40])=[O:39])[C:28]=2[O:42][CH3:43])=[CH:20]3)[CH2:12][CH2:13]1)=[O:7])[CH3:2], predict the reactants needed to synthesize it. (2) Given the product [C:8]([NH:12][C:13]1[N:3]2[CH:4]=[CH:5][CH:6]=[N:7][C:2]2=[N:1][C:20]=1[C:16]1[CH:15]=[N:14][CH:19]=[CH:18][CH:17]=1)([CH3:11])([CH3:10])[CH3:9], predict the reactants needed to synthesize it. The reactants are: [NH2:1][C:2]1[N:7]=[CH:6][CH:5]=[CH:4][N:3]=1.[C:8]([N+:12]#[C-:13])([CH3:11])([CH3:10])[CH3:9].[N:14]1[CH:19]=[CH:18][CH:17]=[C:16]([CH:20]=O)[CH:15]=1.